From a dataset of Full USPTO retrosynthesis dataset with 1.9M reactions from patents (1976-2016). Predict the reactants needed to synthesize the given product. Given the product [C:5]([O-:15])(=[S:1])[CH2:6][CH2:7][CH2:8][CH2:9][CH2:10][CH2:11][CH2:12][CH2:13][CH3:14].[Na+:2], predict the reactants needed to synthesize it. The reactants are: [S-2:1].[Na+:2].[Na+].S.[C:5](Cl)(=[O:15])[CH2:6][CH2:7][CH2:8][CH2:9][CH2:10][CH2:11][CH2:12][CH2:13][CH3:14].